From a dataset of Full USPTO retrosynthesis dataset with 1.9M reactions from patents (1976-2016). Predict the reactants needed to synthesize the given product. The reactants are: [O:1]=[C:2]1[C:10](=[O:11])[C:9]2[C:4](=[CH:5][CH:6]=[C:7]([S:12](Cl)(=[O:14])=[O:13])[CH:8]=2)[NH:3]1.[N:16]1([CH2:22][C@@H:23]2[CH2:27][CH2:26][CH2:25][N:24]2S(C2C=CC3N4CC5(CCCC5)CN=C4C(=O)C=3C=2)(=O)=O)[CH2:21][CH2:20][O:19][CH2:18][CH2:17]1. Given the product [N:16]1([CH2:22][C@@H:23]2[CH2:27][CH2:26][CH2:25][N:24]2[S:12]([C:7]2[CH:8]=[C:9]3[C:4](=[CH:5][CH:6]=2)[NH:3][C:2](=[O:1])[C:10]3=[O:11])(=[O:14])=[O:13])[CH2:21][CH2:20][O:19][CH2:18][CH2:17]1, predict the reactants needed to synthesize it.